Dataset: Catalyst prediction with 721,799 reactions and 888 catalyst types from USPTO. Task: Predict which catalyst facilitates the given reaction. (1) Reactant: C([O:5][C:6](=[O:28])[CH2:7][C@H:8]([C:18]1[O:19][CH:20]=[C:21]([C:23]([O:25][CH2:26][CH3:27])=[O:24])[N:22]=1)[CH2:9][CH2:10][CH2:11][CH:12]1[CH2:17][CH2:16][CH2:15][CH2:14][CH2:13]1)(C)(C)C.[F:29][C:30]([F:35])([F:34])[C:31]([OH:33])=[O:32]. Product: [F:29][C:30]([F:35])([F:34])[C:31]([OH:33])=[O:32].[CH:12]1([CH2:11][CH2:10][CH2:9][C@@H:8]([C:18]2[O:19][CH:20]=[C:21]([C:23]([O:25][CH2:26][CH3:27])=[O:24])[N:22]=2)[CH2:7][C:6]([OH:28])=[O:5])[CH2:13][CH2:14][CH2:15][CH2:16][CH2:17]1. The catalyst class is: 4. (2) Product: [ClH:32].[ClH:32].[NH:23]1[C:19]([C:14]2[C:13]([CH2:12][O:11][C:8]3[C:5]([CH:6]=[O:7])=[CH:4][C:3]([O:2][CH3:1])=[N:10][CH:9]=3)=[CH:18][CH:17]=[CH:16][N:15]=2)=[CH:20][CH:21]=[N:22]1. The catalyst class is: 14. Reactant: [CH3:1][O:2][C:3]1[CH:4]=[C:5]([C:8]([O:11][CH2:12][C:13]2[C:14]([C:19]3[N:23](COCC[Si](C)(C)C)[N:22]=[CH:21][CH:20]=3)=[N:15][CH:16]=[CH:17][CH:18]=2)=[CH:9][N:10]=1)[CH:6]=[O:7].[ClH:32]. (3) Reactant: C([NH:8][C:9]1[C:10]([CH3:19])=[CH:11][C:12]2[O:16][CH2:15][CH2:14][C:13]=2[C:17]=1[CH3:18])C1C=CC=CC=1. Product: [CH3:18][C:17]1[C:13]2[CH2:14][CH2:15][O:16][C:12]=2[CH:11]=[C:10]([CH3:19])[C:9]=1[NH2:8]. The catalyst class is: 175. (4) Product: [CH2:39]([O:38][C:17]1[N:18]([CH2:20][C:21]2[CH:26]=[CH:25][C:24]([C:27]3[CH:32]=[CH:31][CH:30]=[CH:29][C:28]=3[C:33]3[NH:37][N:36]=[N:35][N:34]=3)=[CH:23][CH:22]=2)[C:19]2[C:11]([C:9]([NH:8][CH:3]([CH2:4][CH:5]([CH3:7])[CH3:6])[CH2:2][S:43][C:41](=[O:44])[CH3:42])=[O:10])=[CH:12][CH:13]=[CH:14][C:15]=2[N:16]=1)[CH3:40]. The catalyst class is: 23. Reactant: Cl[CH2:2][CH:3]([NH:8][C:9]([C:11]1[C:19]2[N:18]([CH2:20][C:21]3[CH:26]=[CH:25][C:24]([C:27]4[CH:32]=[CH:31][CH:30]=[CH:29][C:28]=4[C:33]4[NH:37][N:36]=[N:35][N:34]=4)=[CH:23][CH:22]=3)[C:17]([O:38][CH2:39][CH3:40])=[N:16][C:15]=2[CH:14]=[CH:13][CH:12]=1)=[O:10])[CH2:4][CH:5]([CH3:7])[CH3:6].[C:41]([O-:44])(=[S:43])[CH3:42].[K+]. (5) Reactant: [F:1][C:2]1[CH:3]=[C:4]([CH:18]=[CH:19][CH:20]=1)[CH2:5][O:6][C:7]1[CH:12]=[CH:11][C:10]([CH:13]=[CH:14][C:15](Cl)=[O:16])=[CH:9][CH:8]=1.[CH2:21]([NH2:23])[CH3:22]. Product: [CH2:21]([NH:23][C:15](=[O:16])[CH:14]=[CH:13][C:10]1[CH:11]=[CH:12][C:7]([O:6][CH2:5][C:4]2[CH:18]=[CH:19][CH:20]=[C:2]([F:1])[CH:3]=2)=[CH:8][CH:9]=1)[CH3:22]. The catalyst class is: 4. (6) Product: [CH3:1][C:2]1[CH:3]=[C:4]([CH2:19][CH:20]([NH:33][C:34]([N:54]2[CH2:55][CH2:56][CH:57]([N:60]3[CH2:69][C:68]4[C:63](=[CH:64][CH:65]=[CH:66][CH:67]=4)[NH:62][C:61]3=[O:70])[CH2:58][CH2:59]2)=[O:35])[C:21]2[N:22]([CH2:26][C:27]3[CH:28]=[N:29][CH:30]=[CH:31][CH:32]=3)[CH:23]=[CH:24][N:25]=2)[CH:5]=[C:6]2[C:10]=1[NH:9][N:8]=[CH:7]2. Reactant: [CH3:1][C:2]1[C:10]2[C:6](=[CH:7][N:8](COCC[Si](C)(C)C)[N:9]=2)[CH:5]=[C:4]([CH2:19][CH:20]([NH:33][C:34](=O)[O:35]C(C)(C)C)[C:21]2[N:22]([CH2:26][C:27]3[CH:28]=[N:29][CH:30]=[CH:31][CH:32]=3)[CH:23]=[CH:24][N:25]=2)[CH:3]=1.Cl.C(C1NC=CN=1)(C1NC=CN=1)=O.[NH:54]1[CH2:59][CH2:58][CH:57]([N:60]2[CH2:69][C:68]3[C:63](=[CH:64][CH:65]=[CH:66][CH:67]=3)[NH:62][C:61]2=[O:70])[CH2:56][CH2:55]1. The catalyst class is: 13. (7) Reactant: [NH2:1][C:2]1[CH:3]=[CH:4][CH:5]=[C:6]2[C:11]=1[O:10][C:9]([C:12]1[CH:17]=[CH:16][CH:15]=[C:14]([C:18]([F:21])([F:20])[F:19])[CH:13]=1)=[CH:8][C:7]2=[O:22].[S:23]1[CH:27]=[C:26]([C:28](O)=[O:29])[N:25]=[CH:24]1.CN(C(ON1N=NC2C=CC=NC1=2)=[N+](C)C)C.F[P-](F)(F)(F)(F)F.CCN(C(C)C)C(C)C. Product: [O:22]=[C:7]1[C:6]2[C:11](=[C:2]([NH:1][C:28]([C:26]3[N:25]=[CH:24][S:23][CH:27]=3)=[O:29])[CH:3]=[CH:4][CH:5]=2)[O:10][C:9]([C:12]2[CH:17]=[CH:16][CH:15]=[C:14]([C:18]([F:21])([F:19])[F:20])[CH:13]=2)=[CH:8]1. The catalyst class is: 18. (8) Product: [Br:1][C:2]1[CH:3]=[C:4]([CH:8]=[C:9]([F:11])[CH:10]=1)[C:5]([N:13]([CH3:12])[CH:14]1[CH2:15][CH2:16][N:17]([CH3:19])[CH2:18]1)=[O:7]. The catalyst class is: 3. Reactant: [Br:1][C:2]1[CH:3]=[C:4]([CH:8]=[C:9]([F:11])[CH:10]=1)[C:5]([OH:7])=O.[CH3:12][NH:13][CH:14]1[CH2:18][N:17]([CH3:19])[CH2:16][CH2:15]1.CN(C(ON1N=NC2C=CC=CC1=2)=[N+](C)C)C.[B-](F)(F)(F)F. (9) Reactant: [CH2:1]([O:3][C:4](=[O:10])[CH2:5][C:6](=O)[CH2:7]Cl)[CH3:2].[NH2:11][C:12]1[CH:17]=[CH:16][C:15]([Br:18])=[CH:14][N:13]=1. Product: [CH2:1]([O:3][C:4](=[O:10])[CH2:5][C:6]1[N:11]=[C:12]2[CH:17]=[CH:16][C:15]([Br:18])=[CH:14][N:13]2[CH:7]=1)[CH3:2]. The catalyst class is: 8. (10) Reactant: [N+:1]([C:4]1[CH:5]=[C:6]2[C:14](=[CH:15][CH:16]=1)[NH:13][C:12]1[CH:11]=[C:10]([C:17]([F:20])([F:19])[F:18])[CH:9]=[CH:8][C:7]2=1)([O-])=O. Product: [F:20][C:17]([F:18])([F:19])[C:10]1[CH:11]=[C:12]2[C:7]([C:6]3[CH:5]=[C:4]([NH2:1])[CH:16]=[CH:15][C:14]=3[NH:13]2)=[CH:8][CH:9]=1. The catalyst class is: 565.